From a dataset of Reaction yield outcomes from USPTO patents with 853,638 reactions. Predict the reaction yield, written as a fraction of the theoretical maximum amount of product (1.0 means a 100% yield; for example, 0.34 means a 34% yield). The reactants are [BH4-].[Na+].[N+:3]([C:6]1[CH:11]=[CH:10][C:9]([CH2:12][CH:13]([C:19](OCC)=[O:20])[C:14](OCC)=[O:15])=[CH:8][CH:7]=1)([O-:5])=[O:4].[NH4+].[Cl-]. The catalyst is CCO. The product is [N+:3]([C:6]1[CH:7]=[CH:8][C:9]([CH2:12][CH:13]([CH2:19][OH:20])[CH2:14][OH:15])=[CH:10][CH:11]=1)([O-:5])=[O:4]. The yield is 0.850.